The task is: Predict the product of the given reaction.. This data is from Forward reaction prediction with 1.9M reactions from USPTO patents (1976-2016). (1) Given the reactants C([O:4][C@H:5]([CH3:30])[CH2:6][CH2:7][CH2:8][CH2:9][N:10]1[C:19](=[O:20])[C:18]2[N:17]([CH2:21][C:22]3[CH:27]=[CH:26][CH:25]=[CH:24][CH:23]=3)[C:16]([CH3:28])=[N:15][C:14]=2[N:13]([CH3:29])[C:11]1=[O:12])(=O)C.Cl, predict the reaction product. The product is: [OH:4][C@H:5]([CH3:30])[CH2:6][CH2:7][CH2:8][CH2:9][N:10]1[C:19](=[O:20])[C:18]2[N:17]([CH2:21][C:22]3[CH:27]=[CH:26][CH:25]=[CH:24][CH:23]=3)[C:16]([CH3:28])=[N:15][C:14]=2[N:13]([CH3:29])[C:11]1=[O:12]. (2) Given the reactants Br[C:2]1[CH:7]=[CH:6][C:5]([O:8][CH3:9])=[C:4]([O:10][CH2:11][CH2:12][CH2:13][O:14][CH3:15])[CH:3]=1.[CH3:16][C:17]([CH3:22])([CH3:21])[C:18](=[O:20])[CH3:19].CC(C)([O-])C.[Na+], predict the reaction product. The product is: [CH3:9][O:8][C:5]1[CH:6]=[CH:7][C:2]([CH2:19][C:18](=[O:20])[C:17]([CH3:22])([CH3:21])[CH3:16])=[CH:3][C:4]=1[O:10][CH2:11][CH2:12][CH2:13][O:14][CH3:15]. (3) The product is: [C:3]([C:4]1[C:5]([C:11]([F:13])([F:14])[F:12])=[N:6][N:7]([CH3:10])[C:8]=1[CH3:9])#[CH:2]. Given the reactants Cl[CH:2]=[CH:3][C:4]1[C:5]([C:11]([F:14])([F:13])[F:12])=[N:6][N:7]([CH3:10])[C:8]=1[CH3:9].CC(C)([O-])C.[K+].[NH4+].[Cl-], predict the reaction product. (4) Given the reactants [CH2:1]([O:3][C:4](=[O:19])[CH:5](Cl)[C:6](=O)[C:7]1[CH:12]=[CH:11][CH:10]=[C:9]([C:13]([F:16])([F:15])[F:14])[CH:8]=1)[CH3:2].[C:20]([NH2:23])(=[S:22])[CH3:21], predict the reaction product. The product is: [CH2:1]([O:3][C:4]([C:5]1[S:22][C:20]([CH3:21])=[N:23][C:6]=1[C:7]1[CH:12]=[CH:11][CH:10]=[C:9]([C:13]([F:16])([F:15])[F:14])[CH:8]=1)=[O:19])[CH3:2]. (5) Given the reactants [O:1]=[C:2]1[N:10]([CH:11]2[CH2:16][CH2:15][NH:14][CH2:13][CH2:12]2)[C:5]2=[N:6][CH:7]=[CH:8][CH:9]=[C:4]2[N:3]1[CH2:17][C:18]([OH:20])=[O:19].ClC1C([N+]([O-])=O)=CC([F:31])=CN=1, predict the reaction product. The product is: [F:31][C:8]1[CH:9]=[C:4]2[N:3]([CH2:17][C:18]([OH:20])=[O:19])[C:2](=[O:1])[N:10]([CH:11]3[CH2:12][CH2:13][NH:14][CH2:15][CH2:16]3)[C:5]2=[N:6][CH:7]=1. (6) Given the reactants Cl[C:2]1[C:7]2[CH:8]=[C:9]([S:11]([O-:13])=[O:12])[S:10][C:6]=2[CH:5]=[CH:4][N:3]=1.[Li+].[Cl:15][C:16]1[CH:17]=[CH:18][C:19]([C:24]([F:27])([F:26])[F:25])=[C:20]([CH:23]=1)[CH2:21]Br.[C:28]([O:32][C:33]([N:35]1[CH2:40][CH2:39][NH:38][CH2:37][CH2:36]1)=[O:34])([CH3:31])([CH3:30])[CH3:29], predict the reaction product. The product is: [Cl:15][C:16]1[CH:17]=[CH:18][C:19]([C:24]([F:27])([F:26])[F:25])=[C:20]([CH:23]=1)[CH2:21][S:11]([C:9]1[S:10][C:6]2[CH:5]=[CH:4][N:3]=[C:2]([N:38]3[CH2:37][CH2:36][N:35]([C:33]([O:32][C:28]([CH3:31])([CH3:30])[CH3:29])=[O:34])[CH2:40][CH2:39]3)[C:7]=2[CH:8]=1)(=[O:13])=[O:12]. (7) The product is: [CH2:1]([O:3][C:4]([C:6]1[N:7]2[N:13]=[C:12]([C:14]3[CH:19]=[CH:18][CH:17]=[C:16]([NH2:20])[CH:15]=3)[C:11]([C:23]3[CH:24]=[CH:25][N:26]=[CH:27][CH:28]=3)=[C:8]2[S:9][CH:10]=1)=[O:5])[CH3:2]. Given the reactants [CH2:1]([O:3][C:4]([C:6]1[N:7]2[N:13]=[C:12]([C:14]3[CH:19]=[CH:18][CH:17]=[C:16]([N+:20]([O-])=O)[CH:15]=3)[C:11]([C:23]3[CH:28]=[CH:27][N:26]=[CH:25][CH:24]=3)=[C:8]2[S:9][CH:10]=1)=[O:5])[CH3:2].[Cl-].[NH4+].C([O-])(O)=O.[Na+], predict the reaction product.